This data is from Forward reaction prediction with 1.9M reactions from USPTO patents (1976-2016). The task is: Predict the product of the given reaction. (1) Given the reactants [C@@H:1]1([NH2:8])[CH2:6][CH2:5][CH2:4][CH2:3][C@H:2]1[NH2:7].[CH2:9](O)[CH:10](O)[CH2:11][CH3:12], predict the reaction product. The product is: [CH2:10]([C@@H:11]1[CH2:12][NH:8][C@@H:1]2[C@H:2]([CH2:3][CH2:4][CH2:5][CH2:6]2)[NH:7]1)[CH3:9]. (2) Given the reactants [Cl:1][C:2]1[CH:10]=[C:6]([C:7]([OH:9])=O)[C:5]([OH:11])=[CH:4][CH:3]=1.[F:12][C:13]([F:26])([F:25])[C:14]1[CH:15]=[C:16]([CH:18]=[C:19]([C:21]([F:24])([F:23])[F:22])[CH:20]=1)[NH2:17].P(Cl)(Cl)Cl.C1(C)C=CC=CC=1, predict the reaction product. The product is: [Cl:1][C:2]1[CH:3]=[CH:4][C:5]([OH:11])=[C:6]([CH:10]=1)[C:7]([NH:17][C:16]1[CH:18]=[C:19]([C:21]([F:22])([F:23])[F:24])[CH:20]=[C:14]([C:13]([F:12])([F:25])[F:26])[CH:15]=1)=[O:9].